Dataset: Catalyst prediction with 721,799 reactions and 888 catalyst types from USPTO. Task: Predict which catalyst facilitates the given reaction. (1) Reactant: [CH2:1]([O:5][S:6]([CH2:9][CH3:10])(=[O:8])=[O:7])[CH2:2][CH2:3][CH3:4].C([Li])CCC.[Cl:16][C:17]1[S:21][C:20]([CH:22]=O)=[CH:19][CH:18]=1. Product: [CH2:1]([O:5][S:6](/[C:9](/[CH3:10])=[CH:22]/[C:20]1[S:21][C:17]([Cl:16])=[CH:18][CH:19]=1)(=[O:8])=[O:7])[CH2:2][CH2:3][CH3:4]. The catalyst class is: 6. (2) Reactant: [Cl:1][C:2]1[CH:21]=[CH:20][C:5]([CH2:6][N:7]2[CH:12]=[N:11][C:10]([N:13]3[CH2:18][CH2:17][NH:16][CH2:15][CH2:14]3)=[N:9][C:8]2=[O:19])=[CH:4][CH:3]=1.[CH3:22][C:23]([CH3:28])([CH3:27])[CH2:24][CH:25]=O.C(O[BH-](OC(=O)C)OC(=O)C)(=O)C.[Na+].O.C(=O)(O)[O-].[Na+]. Product: [Cl:1][C:2]1[CH:21]=[CH:20][C:5]([CH2:6][N:7]2[CH:12]=[N:11][C:10]([N:13]3[CH2:18][CH2:17][N:16]([CH2:25][CH2:24][C:23]([CH3:28])([CH3:27])[CH3:22])[CH2:15][CH2:14]3)=[N:9][C:8]2=[O:19])=[CH:4][CH:3]=1. The catalyst class is: 866.